Dataset: Reaction yield outcomes from USPTO patents with 853,638 reactions. Task: Predict the reaction yield, written as a fraction of the theoretical maximum amount of product (1.0 means a 100% yield; for example, 0.34 means a 34% yield). (1) The reactants are [CH3:1][C:2]1[C:6]2[C:7](=[O:18])[N:8]([CH2:11][CH2:12][N:13]3[CH2:17][CH2:16][CH2:15][CH2:14]3)[CH2:9][CH2:10][C:5]=2[NH:4][C:3]=1[CH:19]=O.[Cl:21][C:22]1[CH:27]=[CH:26][C:25]([C:28]2[CH:36]=[CH:35][CH:34]=[C:33]3[C:29]=2[CH2:30][C:31](=[O:37])[NH:32]3)=[C:24]([F:38])[CH:23]=1. No catalyst specified. The product is [Cl:21][C:22]1[CH:27]=[CH:26][C:25]([C:28]2[CH:36]=[CH:35][CH:34]=[C:33]3[C:29]=2[C:30](=[CH:19][C:3]2[NH:4][C:5]4[CH2:10][CH2:9][N:8]([CH2:11][CH2:12][N:13]5[CH2:14][CH2:15][CH2:16][CH2:17]5)[C:7](=[O:18])[C:6]=4[C:2]=2[CH3:1])[C:31](=[O:37])[NH:32]3)=[C:24]([F:38])[CH:23]=1. The yield is 0.516. (2) The reactants are C([O-])([O-])=O.[Na+].[Na+].[CH3:7][O:8][C:9]1[CH:10]=[N:11][CH:12]=[C:13](B2OC(C)(C)C(C)(C)O2)[CH:14]=1.Cl[C:25]1[N:33]=[C:32]2[C:28]([N:29]=[CH:30][NH:31]2)=[C:27]([N:34]2[CH2:39][CH2:38][O:37][CH2:36][CH2:35]2)[N:26]=1. The catalyst is C1C=CC([P]([Pd]([P](C2C=CC=CC=2)(C2C=CC=CC=2)C2C=CC=CC=2)([P](C2C=CC=CC=2)(C2C=CC=CC=2)C2C=CC=CC=2)[P](C2C=CC=CC=2)(C2C=CC=CC=2)C2C=CC=CC=2)(C2C=CC=CC=2)C2C=CC=CC=2)=CC=1.C(COC)OC. The product is [CH3:7][O:8][C:9]1[CH:14]=[C:13]([C:25]2[N:33]=[C:32]3[C:28]([N:29]=[CH:30][NH:31]3)=[C:27]([N:34]3[CH2:35][CH2:36][O:37][CH2:38][CH2:39]3)[N:26]=2)[CH:12]=[N:11][CH:10]=1. The yield is 0.480. (3) The reactants are N[C:2]1[CH:9]=[CH:8][CH:7]=[C:6]([F:10])[C:3]=1[C:4]#[N:5].N([O-])=O.[Na+].[BrH:15]. The catalyst is O1CCOCC1.O.[Cu]Br. The product is [Br:15][C:2]1[CH:9]=[CH:8][CH:7]=[C:6]([F:10])[C:3]=1[C:4]#[N:5]. The yield is 0.700. (4) The reactants are [C:1]([O:5][C:6]([NH:8][C:9]1[CH:14]=[C:13]([CH2:15][CH2:16][C:17]([OH:19])=O)[CH:12]=[CH:11][N:10]=1)=[O:7])([CH3:4])([CH3:3])[CH3:2].C([N:22](CC)CC)C.ClC(OCC)=O.N. The catalyst is O1CCCC1. The product is [NH2:22][C:17](=[O:19])[CH2:16][CH2:15][C:13]1[CH:12]=[CH:11][N:10]=[C:9]([NH:8][C:6](=[O:7])[O:5][C:1]([CH3:4])([CH3:3])[CH3:2])[CH:14]=1. The yield is 1.00.